Dataset: Catalyst prediction with 721,799 reactions and 888 catalyst types from USPTO. Task: Predict which catalyst facilitates the given reaction. (1) Reactant: [F:1][C:2]1[CH:3]=[C:4]([C:9]2[N:14]=[C:13]([NH:15][CH2:16][CH2:17][C:18]3[CH:23]=[CH:22][CH:21]=[CH:20][N:19]=3)[C:12]([C:24]([O:26]CC)=[O:25])=[CH:11][N:10]=2)[CH:5]=[CH:6][C:7]=1[F:8].[OH-].[Na+]. Product: [F:1][C:2]1[CH:3]=[C:4]([C:9]2[N:14]=[C:13]([NH:15][CH2:16][CH2:17][C:18]3[CH:23]=[CH:22][CH:21]=[CH:20][N:19]=3)[C:12]([C:24]([OH:26])=[O:25])=[CH:11][N:10]=2)[CH:5]=[CH:6][C:7]=1[F:8]. The catalyst class is: 242. (2) Reactant: CN[C@@H:3]1[CH2:7][CH2:6][N:5]([C:8]2[C:9]3[CH:16]=[CH:15][NH:14][C:10]=3[N:11]=[CH:12][N:13]=2)[CH2:4]1.[F:17][C:18]1[CH:19]=[C:20]([CH:23]=[CH:24][C:25]=1F)[C:21]#[N:22].C[CH2:28][N:29](C(C)C)C(C)C.O. Product: [N:11]1[C:10]2[NH:14][CH:15]=[CH:16][C:9]=2[C:8]([N:5]2[CH2:6][CH2:7][CH:3]([C:25]3[CH:24]=[CH:23][C:20]([C:21]#[N:22])=[C:19]([NH:29][CH3:28])[C:18]=3[F:17])[CH2:4]2)=[N:13][CH:12]=1. The catalyst class is: 16. (3) Reactant: C1(P(C2CCCCC2)C2C=CC=CC=2C2C(C(C)C)=CC(C(C)C)=CC=2C(C)C)CCCCC1.[O:35]1[CH2:40][CH2:39][N:38]([C:41]2[C:46]([NH2:47])=[CH:45][C:44]([N:48]3[CH2:53][CH2:52][O:51][CH2:50][CH2:49]3)=[CH:43][N:42]=2)[CH2:37][CH2:36]1.Cl[C:55]1[C:64]2[C:59](=[C:60]([Cl:67])[C:61]([F:66])=[CH:62][C:63]=2[F:65])[N:58]=[C:57]([C:68]2[CH:73]=[CH:72][CH:71]=[CH:70][N:69]=2)[C:56]=1[CH3:74].CC(C)([O-])C.[Na+]. Product: [Cl:67][C:60]1[C:61]([F:66])=[CH:62][C:63]([F:65])=[C:64]2[C:59]=1[N:58]=[C:57]([C:68]1[CH:73]=[CH:72][CH:71]=[CH:70][N:69]=1)[C:56]([CH3:74])=[C:55]2[NH:47][C:46]1[C:41]([N:38]2[CH2:39][CH2:40][O:35][CH2:36][CH2:37]2)=[N:42][CH:43]=[C:44]([N:48]2[CH2:49][CH2:50][O:51][CH2:52][CH2:53]2)[CH:45]=1. The catalyst class is: 101.